Task: Predict the reactants needed to synthesize the given product.. Dataset: Full USPTO retrosynthesis dataset with 1.9M reactions from patents (1976-2016) (1) The reactants are: [Cl:1][C:2]1[CH:7]=[CH:6][C:5]([CH2:8][NH:9][C:10]([CH:12]2[CH2:14][CH2:13]2)=[O:11])=[CH:4][C:3]=1[NH:15][NH:16]C(OC(C)(C)C)=O.[F:24][C:25]1[CH:35]=[C:34]([C:36]([F:39])([F:38])[F:37])[CH:33]=[CH:32][C:26]=1[C:27]([N:29]=[C:30]=[O:31])=O.C(O)(C(F)(F)F)=O. Given the product [Cl:1][C:2]1[CH:7]=[CH:6][C:5]([CH2:8][NH:9][C:10]([CH:12]2[CH2:14][CH2:13]2)=[O:11])=[CH:4][C:3]=1[N:15]1[C:30](=[O:31])[NH:29][C:27]([C:26]2[CH:32]=[CH:33][C:34]([C:36]([F:39])([F:38])[F:37])=[CH:35][C:25]=2[F:24])=[N:16]1, predict the reactants needed to synthesize it. (2) Given the product [NH2:18][C:19]1[CH:24]=[CH:23][C:22](/[C:26](/[CH3:33])=[CH:27]/[C:28]([O:30][CH2:31][CH3:32])=[O:29])=[C:21]([F:34])[CH:20]=1, predict the reactants needed to synthesize it. The reactants are: BrC1C=CC(N)=CC=1F.C(OCC)(=O)/C=C/C.[NH2:18][C:19]1[C:24](F)=[CH:23][C:22](/[C:26](/[CH3:33])=[CH:27]/[C:28]([O:30][CH2:31][CH3:32])=[O:29])=[C:21]([F:34])[CH:20]=1. (3) Given the product [CH3:23][NH:24][S:25]([C:28]1[CH:29]=[C:30]2[C:34](=[CH:35][CH:36]=1)[NH:33][C:32](=[O:37])/[C:31]/2=[CH:20]\[C:12]1[NH:13][C:14]2[CH2:15][CH2:16][CH2:17][CH2:18][C:19]=2[C:11]=1[CH2:10][CH2:9][C:8]([N:5]1[CH2:6][CH2:7][N:2]([CH3:1])[CH2:3][CH2:4]1)=[O:22])(=[O:27])=[O:26], predict the reactants needed to synthesize it. The reactants are: [CH3:1][N:2]1[CH2:7][CH2:6][N:5]([C:8](=[O:22])[CH2:9][CH2:10][C:11]2[C:19]3[CH2:18][CH2:17][CH2:16][CH2:15][C:14]=3[NH:13][C:12]=2[CH:20]=O)[CH2:4][CH2:3]1.[CH3:23][NH:24][S:25]([C:28]1[CH:29]=[C:30]2[C:34](=[CH:35][CH:36]=1)[NH:33][C:32](=[O:37])[CH2:31]2)(=[O:27])=[O:26].